This data is from Merck oncology drug combination screen with 23,052 pairs across 39 cell lines. The task is: Regression. Given two drug SMILES strings and cell line genomic features, predict the synergy score measuring deviation from expected non-interaction effect. (1) Synergy scores: synergy=2.31. Drug 1: O=C(NOCC(O)CO)c1ccc(F)c(F)c1Nc1ccc(I)cc1F. Cell line: COLO320DM. Drug 2: COC1=C2CC(C)CC(OC)C(O)C(C)C=C(C)C(OC(N)=O)C(OC)C=CC=C(C)C(=O)NC(=CC1=O)C2=O. (2) Drug 1: O=c1[nH]cc(F)c(=O)[nH]1. Drug 2: O=C(CCCCCCC(=O)Nc1ccccc1)NO. Cell line: KPL1. Synergy scores: synergy=-4.34. (3) Drug 1: O=P1(N(CCCl)CCCl)NCCCO1. Drug 2: CC1(c2nc3c(C(N)=O)cccc3[nH]2)CCCN1. Cell line: SKOV3. Synergy scores: synergy=5.70. (4) Drug 1: CCN(CC)CCNC(=O)c1c(C)[nH]c(C=C2C(=O)Nc3ccc(F)cc32)c1C. Drug 2: CC1(c2nc3c(C(N)=O)cccc3[nH]2)CCCN1. Cell line: MDAMB436. Synergy scores: synergy=6.62. (5) Drug 1: NC1(c2ccc(-c3nc4ccn5c(=O)[nH]nc5c4cc3-c3ccccc3)cc2)CCC1. Drug 2: Cn1cc(-c2cnn3c(N)c(Br)c(C4CCCNC4)nc23)cn1. Cell line: VCAP. Synergy scores: synergy=28.1. (6) Drug 1: CCN(CC)CCNC(=O)c1c(C)[nH]c(C=C2C(=O)Nc3ccc(F)cc32)c1C. Drug 2: O=C(NOCC(O)CO)c1ccc(F)c(F)c1Nc1ccc(I)cc1F. Cell line: OCUBM. Synergy scores: synergy=18.3. (7) Drug 1: O=C(O)C1(Cc2cccc(Nc3nccs3)n2)CCC(Oc2cccc(Cl)c2F)CC1. Drug 2: O=C(NOCC(O)CO)c1ccc(F)c(F)c1Nc1ccc(I)cc1F. Cell line: ES2. Synergy scores: synergy=5.23. (8) Drug 1: CC1CC2C3CCC4=CC(=O)C=CC4(C)C3(F)C(O)CC2(C)C1(O)C(=O)CO. Drug 2: COC1=C2CC(C)CC(OC)C(O)C(C)C=C(C)C(OC(N)=O)C(OC)C=CC=C(C)C(=O)NC(=CC1=O)C2=O. Cell line: HT29. Synergy scores: synergy=-6.71. (9) Drug 1: CC(=O)OC1C(=O)C2(C)C(O)CC3OCC3(OC(C)=O)C2C(OC(=O)c2ccccc2)C2(O)CC(OC(=O)C(O)C(NC(=O)c3ccccc3)c3ccccc3)C(C)=C1C2(C)C. Drug 2: O=C(CCCCCCC(=O)Nc1ccccc1)NO. Cell line: NCIH23. Synergy scores: synergy=-25.9.